Dataset: Full USPTO retrosynthesis dataset with 1.9M reactions from patents (1976-2016). Task: Predict the reactants needed to synthesize the given product. (1) Given the product [ClH:22].[F:15][C:16]1[CH:26]=[CH:25][CH:24]=[C:23]([F:27])[C:17]=1/[CH:18]=[CH:19]/[C:20]1[N:7]([C:2]2[CH:3]=[CH:4][CH:5]=[CH:6][N:1]=2)[C:8]2[CH:13]=[CH:12][CH:11]=[CH:10][C:9]=2[N:14]=1, predict the reactants needed to synthesize it. The reactants are: [N:1]1[CH:6]=[CH:5][CH:4]=[CH:3][C:2]=1[NH:7][C:8]1[CH:13]=[CH:12][CH:11]=[CH:10][C:9]=1[NH2:14].[F:15][C:16]1[CH:26]=[CH:25][CH:24]=[C:23]([F:27])[C:17]=1/[CH:18]=[CH:19]/[C:20]([Cl:22])=O.N1C=CC=CC=1N1C2C=CC=CC=2N=C1/C=C/C1C=CC=CC=1.Cl. (2) Given the product [Br:1][C:2]1[CH:3]=[C:4]2[C:8](=[CH:9][CH:10]=1)[NH:7][CH:6]=[C:5]2[CH3:11], predict the reactants needed to synthesize it. The reactants are: [Br:1][C:2]1[CH:3]=[C:4]2[C:8](=[CH:9][CH:10]=1)[NH:7][CH:6]=[C:5]2[CH:11]=O.[H-].[Al+3].[Li+].[H-].[H-].[H-]. (3) Given the product [Cl:26][C:20]1[CH:19]=[C:18]([C:15]2[CH:16]=[CH:17][N:13]([CH2:12][C@H:11]([NH:10][C:7]([C:5]3[S:6][C:2]([CH3:1])=[CH:3][N:4]=3)=[O:9])[CH3:27])[N:14]=2)[CH:25]=[CH:24][C:21]=1[C:22]#[N:23], predict the reactants needed to synthesize it. The reactants are: [CH3:1][C:2]1[S:6][C:5]([C:7]([OH:9])=O)=[N:4][CH:3]=1.[NH2:10][C@H:11]([CH3:27])[CH2:12][N:13]1[CH:17]=[CH:16][C:15]([C:18]2[CH:25]=[CH:24][C:21]([C:22]#[N:23])=[C:20]([Cl:26])[CH:19]=2)=[N:14]1. (4) Given the product [O:1]=[C:2]1[N:6]([C:13]([O:15][CH2:16][C:17]2[CH:22]=[CH:21][CH:20]=[CH:19][CH:18]=2)=[O:14])[C@@H:5]([C:7]([O:9][CH2:10][CH3:11])=[O:8])[CH2:4][CH2:3]1, predict the reactants needed to synthesize it. The reactants are: [O:1]=[C:2]1[NH:6][C@@H:5]([C:7]([O:9][CH2:10][CH3:11])=[O:8])[CH2:4][CH2:3]1.Cl[C:13]([O:15][CH2:16][C:17]1[CH:22]=[CH:21][CH:20]=[CH:19][CH:18]=1)=[O:14]. (5) Given the product [N:6]1[CH:7]=[CH:8][CH:9]=[CH:10][C:5]=1[C:3]1[N:4]=[C:3]([C:5]2[CH:10]=[CH:9][CH:8]=[CH:7][N:6]=2)[N:14]=[C:12]([OH:13])[N:11]=1, predict the reactants needed to synthesize it. The reactants are: [H-].[Na+].[C:3]([C:5]1[CH:10]=[CH:9][CH:8]=[CH:7][N:6]=1)#[N:4].[NH2:11][C:12]([NH2:14])=[O:13].S(=O)(=O)(O)O. (6) Given the product [C:21]([Si:18]([CH3:20])([CH3:19])[O:17][CH2:16][CH2:15][N:12]1[CH2:13][CH2:14][N:9]([CH2:8][C:6]2[CH:5]=[CH:4][C:3]([NH2:25])=[C:2]([C:32]3[CH2:33][CH2:34][C:29]([CH3:44])([CH3:28])[CH2:30][CH:31]=3)[CH:7]=2)[CH2:10][CH2:11]1)([CH3:24])([CH3:23])[CH3:22], predict the reactants needed to synthesize it. The reactants are: Br[C:2]1[CH:7]=[C:6]([CH2:8][N:9]2[CH2:14][CH2:13][N:12]([CH2:15][CH2:16][O:17][Si:18]([C:21]([CH3:24])([CH3:23])[CH3:22])([CH3:20])[CH3:19])[CH2:11][CH2:10]2)[CH:5]=[CH:4][C:3]=1[NH2:25].[Li+].[Cl-].[CH3:28][C:29]1([CH3:44])[CH2:34][CH2:33][C:32](B2OC(C)(C)C(C)(C)O2)=[CH:31][CH2:30]1.C([O-])([O-])=O.[Na+].[Na+]. (7) Given the product [Cl:26][CH2:25][CH2:24][CH2:23][CH2:22][N:14]1[CH:15]=[CH:16][C:11]([C:10]2[C:4]3[O:3][C:2]([F:1])([F:18])[O:6][C:5]=3[CH:7]=[CH:8][CH:9]=2)=[N:12][C:13]1=[O:17], predict the reactants needed to synthesize it. The reactants are: [F:1][C:2]1([F:18])[O:6][C:5]2[CH:7]=[CH:8][CH:9]=[C:10]([C:11]3[CH:16]=[CH:15][NH:14][C:13](=[O:17])[N:12]=3)[C:4]=2[O:3]1.[H-].[Na+].Br[CH2:22][CH2:23][CH2:24][CH2:25][Cl:26].O. (8) Given the product [CH3:22][N:11]([CH2:10][C:2]1[N:3]([CH2:24][C:25]#[C:26][CH2:27][NH:28][C:29](=[O:35])[O:30][C:31]([CH3:34])([CH3:33])[CH3:32])[C:4]2[CH:9]=[CH:8][CH:7]=[CH:6][C:5]=2[N:1]=1)[CH:12]1[C:21]2[N:20]=[CH:19][CH:18]=[CH:17][C:16]=2[CH2:15][CH2:14][CH2:13]1, predict the reactants needed to synthesize it. The reactants are: [NH:1]1[C:5]2[CH:6]=[CH:7][CH:8]=[CH:9][C:4]=2[N:3]=[C:2]1[CH2:10][N:11]([CH3:22])[CH:12]1[C:21]2[N:20]=[CH:19][CH:18]=[CH:17][C:16]=2[CH2:15][CH2:14][CH2:13]1.Cl[CH2:24][C:25]#[C:26][CH2:27][NH:28][C:29](=[O:35])[O:30][C:31]([CH3:34])([CH3:33])[CH3:32].CN(CC1N(CC2C=NC=CC=2)C2C=CC=CC=2N=1)C1C2N=CC=CC=2CCC1.